This data is from Forward reaction prediction with 1.9M reactions from USPTO patents (1976-2016). The task is: Predict the product of the given reaction. (1) Given the reactants [F:1][C:2]1[CH:7]=[CH:6][C:5]([C:8]2[CH:13]=[CH:12][C:11]([CH2:14][N:15]([C:30]3[N:31]=[CH:32][C:33]4[C:38]([C:39]=3[CH3:40])=[CH:37][CH:36]=[CH:35][CH:34]=4)[S:16]([C:19]3[CH:29]=[CH:28][C:22]([C:23]([O:25]CC)=[O:24])=[CH:21][CH:20]=3)(=[O:18])=[O:17])=[CH:10][CH:9]=2)=[CH:4][CH:3]=1.[OH-].[Na+].Cl, predict the reaction product. The product is: [F:1][C:2]1[CH:7]=[CH:6][C:5]([C:8]2[CH:9]=[CH:10][C:11]([CH2:14][N:15]([C:30]3[N:31]=[CH:32][C:33]4[C:38]([C:39]=3[CH3:40])=[CH:37][CH:36]=[CH:35][CH:34]=4)[S:16]([C:19]3[CH:29]=[CH:28][C:22]([C:23]([OH:25])=[O:24])=[CH:21][CH:20]=3)(=[O:18])=[O:17])=[CH:12][CH:13]=2)=[CH:4][CH:3]=1. (2) Given the reactants [CH3:1][N:2]([CH2:9][C:10]1[CH:15]=[CH:14][C:13]([CH2:16][OH:17])=[CH:12][CH:11]=1)[C:3]1[CH:8]=[CH:7][CH:6]=[CH:5][CH:4]=1.[N-:18]=[C:19]=[O:20].C[O:22][C:23](=[O:33])[C@H:24]([CH2:26][C:27]1[CH:32]=[CH:31][CH:30]=[CH:29][CH:28]=1)N, predict the reaction product. The product is: [CH3:1][N:2]([CH2:9][C:10]1[CH:11]=[CH:12][C:13]([CH2:16][O:17][C:19]([NH:18][CH:24]([CH2:26][C:27]2[CH:32]=[CH:31][CH:30]=[CH:29][CH:28]=2)[C:23]([OH:33])=[O:22])=[O:20])=[CH:14][CH:15]=1)[C:3]1[CH:4]=[CH:5][CH:6]=[CH:7][CH:8]=1. (3) The product is: [CH3:1][O:2][C:3](=[O:18])[CH:4]([C:6]1[CH:11]=[CH:10][C:9]([NH2:12])=[CH:8][C:7]=1[NH2:15])[CH3:5]. Given the reactants [CH3:1][O:2][C:3](=[O:18])[CH:4]([C:6]1[CH:11]=[CH:10][C:9]([N+:12]([O-])=O)=[CH:8][C:7]=1[N+:15]([O-])=O)[CH3:5].O1CCCC1.[BH4-].[Na+].[Cl-].[Cl-].[Cl-].[Al+3], predict the reaction product. (4) Given the reactants Cl.[N:2]1[CH:7]=[CH:6][C:5]([CH2:8][C:9]#[N:10])=[CH:4][CH:3]=1.[OH-].[K+].[CH2:13]([N:20]([CH2:24][CH2:25]Cl)[CH2:21][CH2:22]Cl)[C:14]1[CH:19]=[CH:18][CH:17]=[CH:16][CH:15]=1.C1OCCOCCOCCOCCOCCOC1, predict the reaction product. The product is: [CH2:13]([N:20]1[CH2:24][CH2:25][C:8]([C:5]2[CH:6]=[CH:7][N:2]=[CH:3][CH:4]=2)([C:9]#[N:10])[CH2:22][CH2:21]1)[C:14]1[CH:19]=[CH:18][CH:17]=[CH:16][CH:15]=1. (5) Given the reactants Cl.[C:2]([NH2:10])(=[NH:9])[C:3]1[CH:8]=[CH:7][CH:6]=[CH:5][CH:4]=1.C(=O)([O-])[O-].[Na+].[Na+].CO[CH:19]=[CH:20][C:21](=O)[C:22]([O:26][CH3:27])([O:24][CH3:25])[CH3:23], predict the reaction product. The product is: [CH3:25][O:24][C:22]([C:21]1[CH:20]=[CH:19][N:10]=[C:2]([C:3]2[CH:8]=[CH:7][CH:6]=[CH:5][CH:4]=2)[N:9]=1)([O:26][CH3:27])[CH3:23]. (6) Given the reactants C[O:2][C:3]([C@@H:5]1[CH2:10][CH2:9][C@@H:8]([CH3:11])[CH2:7][C@@H:6]1[OH:12])=[O:4].[OH-].[Na+], predict the reaction product. The product is: [OH:12][C@H:6]1[CH2:7][C@H:8]([CH3:11])[CH2:9][CH2:10][C@H:5]1[C:3]([OH:4])=[O:2]. (7) Given the reactants [NH2:1][CH2:2][C:3]1[C:11]2[S:10](=[O:13])(=[O:12])[N:9]=[C:8]([C:14]3[C:15](=[O:34])[N:16]([CH2:26][C:27]4[CH:32]=[CH:31][C:30]([F:33])=[CH:29][CH:28]=4)[C@@H:17]4[C@H:22]([C:23]=3[OH:24])[C@@H:21]3[CH2:25][C@H:18]4[CH2:19][CH2:20]3)[NH:7][C:6]=2[S:5][CH:4]=1.C(N(CC)CC)C.[CH:42]1([S:45](Cl)(=[O:47])=[O:46])[CH2:44][CH2:43]1, predict the reaction product. The product is: [F:33][C:30]1[CH:29]=[CH:28][C:27]([CH2:26][N:16]2[C:15](=[O:34])[C:14]([C:8]3[NH:7][C:6]4[S:5][CH:4]=[C:3]([CH2:2][NH:1][S:45]([CH:42]5[CH2:44][CH2:43]5)(=[O:47])=[O:46])[C:11]=4[S:10](=[O:12])(=[O:13])[N:9]=3)=[C:23]([OH:24])[C@H:22]3[C@@H:17]2[C@H:18]2[CH2:25][C@@H:21]3[CH2:20][CH2:19]2)=[CH:32][CH:31]=1.